From a dataset of Reaction yield outcomes from USPTO patents with 853,638 reactions. Predict the reaction yield, written as a fraction of the theoretical maximum amount of product (1.0 means a 100% yield; for example, 0.34 means a 34% yield). The reactants are [H-].[Na+].[CH2:3]1[C:9]2[CH:10]=[CH:11][CH:12]=[CH:13][C:8]=2[CH2:7][CH2:6][C:5](=[O:14])[NH:4]1.[CH3:15]I. The catalyst is C1COCC1. The product is [CH3:15][N:4]1[C:5](=[O:14])[CH2:6][CH2:7][C:8]2[CH:13]=[CH:12][CH:11]=[CH:10][C:9]=2[CH2:3]1. The yield is 0.950.